Dataset: M1 muscarinic receptor agonist screen with 61,833 compounds. Task: Binary Classification. Given a drug SMILES string, predict its activity (active/inactive) in a high-throughput screening assay against a specified biological target. The molecule is O=c1[nH]c2c(cc1CN(Cc1cccnc1)C(=O)Nc1ccccc1)cc(OC)cc2. The result is 1 (active).